From a dataset of Reaction yield outcomes from USPTO patents with 853,638 reactions. Predict the reaction yield, written as a fraction of the theoretical maximum amount of product (1.0 means a 100% yield; for example, 0.34 means a 34% yield). (1) The product is [Br:19][C:8]1[CH:9]=[C:4]2[C:3]([C:10]([O:12][CH3:13])=[O:11])=[N:2][NH:1][C:5]2=[N:6][CH:7]=1. The yield is 0.300. The catalyst is C(O)(=O)C. The reactants are [NH:1]1[C:5]2=[N:6][CH:7]=[CH:8][CH:9]=[C:4]2[C:3]([C:10]([O:12][CH3:13])=[O:11])=[N:2]1.C([O-])(=O)C.[Na+].[Br:19]Br.O. (2) The reactants are [SH:1][C:2]1[S:3][C:4]2[CH:10]=[CH:9][C:8]([C:11]([F:14])([F:13])[F:12])=[CH:7][C:5]=2[N:6]=1.[H-].[Na+].[Cl:17][C:18]1[CH:23]=[C:22]([N+:24]([O-:26])=[O:25])[CH:21]=[C:20]([Cl:27])[C:19]=1Cl.O. The catalyst is CN(C=O)C. The product is [Cl:17][C:18]1[CH:23]=[C:22]([N+:24]([O-:26])=[O:25])[CH:21]=[C:20]([Cl:27])[C:19]=1[S:1][C:2]1[S:3][C:4]2[CH:10]=[CH:9][C:8]([C:11]([F:14])([F:13])[F:12])=[CH:7][C:5]=2[N:6]=1. The yield is 0.990. (3) The reactants are [C:1]([O:10]C)(=O)[C:2]1[C:3](=[CH:5][CH:6]=[CH:7][CH:8]=1)[SH:4].[C:12]([C:14]1[CH:23]=[CH:22][C:21]2[CH2:20][CH2:19][CH2:18][CH2:17][C:16]=2[N:15]=1)#[N:13].C(N(CC)CC)C. The catalyst is C1(C)C=CC=CC=1. The product is [N:15]1[C:16]2[CH2:17][CH2:18][CH2:19][CH2:20][C:21]=2[CH:22]=[CH:23][C:14]=1[C:12]1[S:4][C:3]2[CH:5]=[CH:6][CH:7]=[CH:8][C:2]=2[C:1](=[O:10])[N:13]=1. The yield is 0.300. (4) The yield is 0.700. The reactants are [C:1]([C:3]1[CH:8]=[CH:7][C:6]([O:9][CH3:10])=[CH:5][CH:4]=1)#[CH:2].Br[C:12]1[S:13][CH:14]=[CH:15][N:16]=1.C(N(CC)CC)C. The product is [S:13]1[CH:14]=[CH:15][N:16]=[C:12]1[C:8]1[CH:7]=[C:6]([O:9][CH3:10])[CH:5]=[CH:4][C:3]=1[C:1]#[CH:2]. The catalyst is C(#N)C.Cl[Pd](Cl)([P](C1C=CC=CC=1)(C1C=CC=CC=1)C1C=CC=CC=1)[P](C1C=CC=CC=1)(C1C=CC=CC=1)C1C=CC=CC=1.[Cu]I.